Dataset: Full USPTO retrosynthesis dataset with 1.9M reactions from patents (1976-2016). Task: Predict the reactants needed to synthesize the given product. (1) Given the product [F:13][C:10]([F:11])([F:12])[C:8]([NH:23][C:21]1[CH:20]=[CH:19][N:18]2[N:14]=[CH:15][CH:16]=[C:17]2[CH:22]=1)=[O:9], predict the reactants needed to synthesize it. The reactants are: [C:8](O[C:8]([C:10]([F:13])([F:12])[F:11])=[O:9])([C:10]([F:13])([F:12])[F:11])=[O:9].[N:14]1[N:18]2[CH:19]=[CH:20][C:21]([NH2:23])=[CH:22][C:17]2=[CH:16][CH:15]=1. (2) Given the product [Cl:1][C:2]1[CH:10]=[C:9]2[C:5]([C:6]([CH2:18][C:19]3[CH:24]=[CH:23][CH:22]=[C:21]([Cl:25])[CH:20]=3)([CH:12]3[CH2:17][CH2:16][CH2:15][N:14]([C:47]([N:44]4[CH2:43][CH2:42][N:41]([CH2:40][C:39]([N:33]5[CH2:34][CH2:35][O:36][CH2:37][CH2:38]5)=[O:50])[CH2:46][CH2:45]4)=[O:48])[CH2:13]3)[C:7](=[O:11])[NH:8]2)=[CH:4][CH:3]=1, predict the reactants needed to synthesize it. The reactants are: [Cl:1][C:2]1[CH:10]=[C:9]2[C:5]([C:6]([CH2:18][C:19]3[CH:24]=[CH:23][CH:22]=[C:21]([Cl:25])[CH:20]=3)([CH:12]3[CH2:17][CH2:16][CH2:15][NH:14][CH2:13]3)[C:7](=[O:11])[NH:8]2)=[CH:4][CH:3]=1.C(N(CC)CC)C.[N:33]1([C:39](=[O:50])[CH2:40][N:41]2[CH2:46][CH2:45][N:44]([C:47](Cl)=[O:48])[CH2:43][CH2:42]2)[CH2:38][CH2:37][O:36][CH2:35][CH2:34]1. (3) Given the product [CH:1](=[N:10]/[OH:11])/[C:2]1[CH:7]=[CH:6][CH:5]=[CH:4][CH:3]=1, predict the reactants needed to synthesize it. The reactants are: [CH:1](=O)[C:2]1[CH:7]=[CH:6][CH:5]=[CH:4][CH:3]=1.Cl.[NH2:10][OH:11].[OH-].[Na+]. (4) Given the product [CH3:24][C:14]1[CH:19]=[CH:18][C:17]([S:20]([O:13][CH2:12][CH2:11][O:10][CH2:9][CH2:8][O:7][CH2:6][CH2:5][O:4][CH3:3])(=[O:22])=[O:21])=[CH:16][CH:15]=1, predict the reactants needed to synthesize it. The reactants are: [OH-].[Na+].[CH3:3][O:4][CH2:5][CH2:6][O:7][CH2:8][CH2:9][O:10][CH2:11][CH2:12][OH:13].[C:14]1([CH3:24])[CH:19]=[CH:18][C:17]([S:20](Cl)(=[O:22])=[O:21])=[CH:16][CH:15]=1.C(Cl)Cl. (5) Given the product [CH2:30]([O:29][C:17]1[CH:16]=[C:15]([CH:20]=[C:19]([C:21]#[C:22][C:23]2[CH:24]=[CH:25][CH:26]=[CH:27][CH:28]=2)[CH:18]=1)[CH2:14][S:13][C:10]1[CH:11]=[CH:12][C:7]([O:6][CH2:5][C:4]([OH:35])=[O:3])=[C:8]([CH3:34])[CH:9]=1)[CH:31]([CH3:33])[CH3:32], predict the reactants needed to synthesize it. The reactants are: C([O:3][C:4](=[O:35])[CH2:5][O:6][C:7]1[CH:12]=[CH:11][C:10]([S:13][CH2:14][C:15]2[CH:20]=[C:19]([C:21]#[C:22][C:23]3[CH:28]=[CH:27][CH:26]=[CH:25][CH:24]=3)[CH:18]=[C:17]([O:29][CH2:30][CH:31]([CH3:33])[CH3:32])[CH:16]=2)=[CH:9][C:8]=1[CH3:34])C.[OH-].[Na+].Cl. (6) The reactants are: CS(O[CH2:6][CH2:7][N:8]1[CH:12]=[C:11]([C:13]2[N:17]3[CH:18]=[C:19]([CH3:32])[CH:20]=[C:21]([O:22][CH2:23][C:24]4[C:29]([F:30])=[CH:28][CH:27]=[CH:26][C:25]=4[F:31])[C:16]3=[N:15][C:14]=2[CH3:33])[CH:10]=[N:9]1)(=O)=O.[CH3:34][S:35]([O-:37])=[O:36].[Na+]. Given the product [F:31][C:25]1[CH:26]=[CH:27][CH:28]=[C:29]([F:30])[C:24]=1[CH2:23][O:22][C:21]1[C:16]2[N:17]([C:13]([C:11]3[CH:10]=[N:9][N:8]([CH2:7][CH2:6][S:35]([CH3:34])(=[O:37])=[O:36])[CH:12]=3)=[C:14]([CH3:33])[N:15]=2)[CH:18]=[C:19]([CH3:32])[CH:20]=1, predict the reactants needed to synthesize it. (7) Given the product [CH3:14][O:15][C:16](=[O:53])[C:17]1[CH:18]=[CH:19][C:20]([O:23][CH2:24][CH2:25][C:26]2[C:34]3[C:29](=[CH:30][CH:31]=[C:32]([Cl:35])[CH:33]=3)[N:28]([CH:36]([C:43]3[CH:48]=[CH:47][CH:46]=[CH:45][CH:44]=3)[C:37]3[CH:38]=[CH:39][CH:40]=[CH:41][CH:42]=3)[C:27]=2[CH2:49][CH2:50][CH2:51][NH:11][S:8]([CH2:7][C:1]2[CH:2]=[CH:3][CH:4]=[CH:5][CH:6]=2)(=[O:9])=[O:10])=[CH:21][CH:22]=1, predict the reactants needed to synthesize it. The reactants are: [C:1]1([CH2:7][S:8]([NH2:11])(=[O:10])=[O:9])[CH:6]=[CH:5][CH:4]=[CH:3][CH:2]=1.[H-].[Na+].[CH3:14][O:15][C:16](=[O:53])[C:17]1[CH:22]=[CH:21][C:20]([O:23][CH2:24][CH2:25][C:26]2[C:34]3[C:29](=[CH:30][CH:31]=[C:32]([Cl:35])[CH:33]=3)[N:28]([CH:36]([C:43]3[CH:48]=[CH:47][CH:46]=[CH:45][CH:44]=3)[C:37]3[CH:42]=[CH:41][CH:40]=[CH:39][CH:38]=3)[C:27]=2[CH2:49][CH2:50][CH2:51]Br)=[CH:19][CH:18]=1.